Dataset: Forward reaction prediction with 1.9M reactions from USPTO patents (1976-2016). Task: Predict the product of the given reaction. (1) Given the reactants [F:1][C:2]1([F:41])[O:6][C:5]2[CH:7]=[CH:8][C:9]([C:11]3([C:14]([NH:16][C@H:17]4[C:26]5[C:21](=[CH:22][C:23]([C:27]([F:30])([F:29])[F:28])=[CH:24][CH:25]=5)[O:20][C@@H:19]([C:31]5[CH:32]=[C:33]([CH:38]=[CH:39][CH:40]=5)[C:34]([O:36]C)=[O:35])[CH2:18]4)=[O:15])[CH2:13][CH2:12]3)=[CH:10][C:4]=2[O:3]1.[OH-].[Na+], predict the reaction product. The product is: [F:41][C:2]1([F:1])[O:6][C:5]2[CH:7]=[CH:8][C:9]([C:11]3([C:14]([NH:16][C@H:17]4[C:26]5[C:21](=[CH:22][C:23]([C:27]([F:29])([F:30])[F:28])=[CH:24][CH:25]=5)[O:20][C@@H:19]([C:31]5[CH:32]=[C:33]([CH:38]=[CH:39][CH:40]=5)[C:34]([OH:36])=[O:35])[CH2:18]4)=[O:15])[CH2:12][CH2:13]3)=[CH:10][C:4]=2[O:3]1. (2) Given the reactants [F:1][C:2]1[CH:7]=[CH:6][C:5]([C:8]2[C:17]3[C:12](=[CH:13][CH:14]=[C:15]([N:18]4[CH2:23][CH2:22][CH2:21][CH2:20][CH2:19]4)[CH:16]=3)[N:11]=[C:10]([CH3:24])[C:9]=2[C:25](OC)=[O:26])=[CH:4][CH:3]=1.[H-].[H-].[H-].[H-].[Li+].[Al+3].O, predict the reaction product. The product is: [F:1][C:2]1[CH:3]=[CH:4][C:5]([C:8]2[C:17]3[C:12](=[CH:13][CH:14]=[C:15]([N:18]4[CH2:19][CH2:20][CH2:21][CH2:22][CH2:23]4)[CH:16]=3)[N:11]=[C:10]([CH3:24])[C:9]=2[CH2:25][OH:26])=[CH:6][CH:7]=1. (3) The product is: [O:1]1[C:5]2[CH:6]=[CH:7][C:8]([C:10]3([C:13]([NH:25][C:19]4[CH:20]=[CH:21][C:22]([O:23][CH3:24])=[C:17]([Br:16])[CH:18]=4)=[O:14])[CH2:12][CH2:11]3)=[CH:9][C:4]=2[O:3][CH2:2]1. Given the reactants [O:1]1[C:5]2[CH:6]=[CH:7][C:8]([C:10]3([C:13](Cl)=[O:14])[CH2:12][CH2:11]3)=[CH:9][C:4]=2[O:3][CH2:2]1.[Br:16][C:17]1[CH:18]=[C:19]([NH2:25])[CH:20]=[CH:21][C:22]=1[O:23][CH3:24].CCN(CC)CC, predict the reaction product. (4) Given the reactants [CH2:1]([NH:9][CH2:10][CH2:11][CH2:12][CH2:13][CH2:14][CH2:15][CH2:16][CH3:17])[CH2:2][CH2:3][CH2:4][CH2:5][CH2:6][CH2:7][CH3:8].[C:18]1(=[O:25])[O:24][C:22](=[O:23])[CH2:21][O:20][CH2:19]1, predict the reaction product. The product is: [CH3:17][CH2:16][CH2:15][CH2:14][CH2:13][CH2:12][CH2:11][CH2:10][N:9]([C:22]([CH2:21][O:20][CH2:19][C:18]([OH:25])=[O:24])=[O:23])[CH2:1][CH2:2][CH2:3][CH2:4][CH2:5][CH2:6][CH2:7][CH3:8]. (5) Given the reactants ClC1C=C([CH2:9][S:10](NC2C(OC)=CC(SC(C)C)=CN=2)(=O)=O)C=C(Cl)C=1.[Cl:26][C:27]1[CH:32]=[CH:31][CH:30]=[CH:29][C:28]=1[CH2:33][S:34]([NH:37][C:38]1[N:39]=[N:40][C:41](I)=[CH:42][C:43]=1[O:44][CH3:45])(=[O:36])=[O:35].ClC1C=C(CS(NC2C(OC)=CC(I)=CN=2)(=O)=O)C=C(Cl)C=1.C[S-].[Na+].CC(S)C, predict the reaction product. The product is: [Cl:26][C:27]1[CH:32]=[CH:31][CH:30]=[CH:29][C:28]=1[CH2:33][S:34]([NH:37][C:38]1[N:39]=[N:40][C:41]([S:10][CH3:9])=[CH:42][C:43]=1[O:44][CH3:45])(=[O:36])=[O:35]. (6) Given the reactants [F:1][C:2]1[CH:7]=[C:6]([F:8])[CH:5]=[CH:4][C:3]=1[NH:9][C:10](=[O:25])[CH2:11][CH:12]1[CH2:17][CH2:16][N:15](C(OC(C)(C)C)=O)[CH2:14][CH2:13]1.C(O)(C(F)(F)F)=O, predict the reaction product. The product is: [F:1][C:2]1[CH:7]=[C:6]([F:8])[CH:5]=[CH:4][C:3]=1[NH:9][C:10](=[O:25])[CH2:11][CH:12]1[CH2:13][CH2:14][NH:15][CH2:16][CH2:17]1. (7) Given the reactants [F:1][C:2]1[CH:7]=[CH:6][C:5]([NH:8][C:9](=[O:23])[CH2:10][C:11]2[C:19]3[C:14](=[CH:15][CH:16]=[C:17]([O:20][CH3:21])[CH:18]=3)[NH:13][C:12]=2[CH3:22])=[CH:4][CH:3]=1.[H-].[Na+].[F:26][C:27]1[CH:35]=[C:34]([Cl:36])[CH:33]=[CH:32][C:28]=1[C:29](Cl)=[O:30].C(Cl)(=O)C1C=CC=CC=1, predict the reaction product. The product is: [Cl:36][C:34]1[CH:33]=[CH:32][C:28]([C:29]([N:13]2[C:14]3[C:19](=[CH:18][C:17]([O:20][CH3:21])=[CH:16][CH:15]=3)[C:11]([CH2:10][C:9]([NH:8][C:5]3[CH:4]=[CH:3][C:2]([F:1])=[CH:7][CH:6]=3)=[O:23])=[C:12]2[CH3:22])=[O:30])=[C:27]([F:26])[CH:35]=1. (8) Given the reactants C([O:8][C:9]1[CH:18]=[C:17]2[C:12]([CH2:13][CH2:14][C:15](=[O:24])[N:16]2[CH2:19][CH2:20][CH2:21][O:22][CH3:23])=[CH:11][CH:10]=1)C1C=CC=CC=1, predict the reaction product. The product is: [OH:8][C:9]1[CH:18]=[C:17]2[C:12]([CH2:13][CH2:14][C:15](=[O:24])[N:16]2[CH2:19][CH2:20][CH2:21][O:22][CH3:23])=[CH:11][CH:10]=1.